This data is from Catalyst prediction with 721,799 reactions and 888 catalyst types from USPTO. The task is: Predict which catalyst facilitates the given reaction. (1) Reactant: [CH3:1][O:2][C:3]1[C:12]2[C:11]3[CH:13]=[CH:14][C:15]([CH2:17][S:18]([NH2:21])(=[O:20])=[O:19])=[CH:16][C:10]=3[CH:9](OC)[O:8][C:7]=2[CH:6]=[CH:5][CH:4]=1.B(F)(F)F.CCOCC.[Br-].[CH2:34]([O:36][C:37](=[O:41])[CH2:38][CH2:39][Zn+])[CH3:35].C([O-])(O)=O.[Na+]. Product: [CH3:1][O:2][C:3]1[C:12]2[C:11]3[CH:13]=[CH:14][C:15]([CH2:17][S:18]([NH2:21])(=[O:19])=[O:20])=[CH:16][C:10]=3[CH:9]([CH2:39][CH2:38][C:37]([O:36][CH2:34][CH3:35])=[O:41])[O:8][C:7]=2[CH:6]=[CH:5][CH:4]=1. The catalyst class is: 4. (2) Reactant: Cl.[NH2:2][CH:3]([C:5]([O:7]C)=[O:6])[CH3:4].C(N(CC)CC)C.[C:16](Cl)(=[O:23])[CH2:17][CH2:18][CH2:19][CH2:20][CH2:21][CH3:22].[OH-].[Na+]. Product: [C:16]([NH:2][CH:3]([CH3:4])[C:5]([OH:7])=[O:6])(=[O:23])[CH2:17][CH2:18][CH2:19][CH2:20][CH2:21][CH3:22]. The catalyst class is: 34.